This data is from Forward reaction prediction with 1.9M reactions from USPTO patents (1976-2016). The task is: Predict the product of the given reaction. Given the reactants [F:1][C:2]1[CH:7]=[CH:6][C:5]([N+:8]([O-:10])=[O:9])=[CH:4][C:3]=1[C:11]#[C:12][Si:13]([CH3:16])([CH3:15])[CH3:14].[N:17]1[CH:22]=[N:21][N:20]=[CH:19][N:18]=1, predict the reaction product. The product is: [N:17]1[CH:22]=[N:21][N:20]=[CH:19][N:18]=1.[F:1][C:2]1[CH:7]=[CH:6][C:5]([N+:8]([O-:10])=[O:9])=[CH:4][C:3]=1[C:11]1[C:12]([Si:13]([CH3:15])([CH3:14])[CH3:16])=[CH:19][N:18]=[N:17][CH:22]=1.